From a dataset of Catalyst prediction with 721,799 reactions and 888 catalyst types from USPTO. Predict which catalyst facilitates the given reaction. Reactant: [CH3:1][C:2]1[N:3]=[CH:4][C:5]([C:8](OC)=[O:9])=[N:6][CH:7]=1.CC(C[AlH]CC(C)C)C. Product: [CH3:1][C:2]1[N:3]=[CH:4][C:5]([CH:8]=[O:9])=[N:6][CH:7]=1. The catalyst class is: 2.